From a dataset of Full USPTO retrosynthesis dataset with 1.9M reactions from patents (1976-2016). Predict the reactants needed to synthesize the given product. (1) Given the product [C:12]([C:6]1[CH:5]=[C:4]([CH:9]=[C:8]([O:10][CH3:11])[CH:7]=1)[C:3]([OH:14])=[O:2])#[N:13], predict the reactants needed to synthesize it. The reactants are: C[O:2][C:3](=[O:14])[C:4]1[CH:9]=[C:8]([O:10][CH3:11])[CH:7]=[C:6]([C:12]#[N:13])[CH:5]=1.[OH-].[Li+]. (2) Given the product [NH2:7][CH:8]1[CH:15]2[CH2:14][C:13](=[CH2:12])[CH2:17][CH:9]1[CH2:10][C:11](=[O:21])[CH2:16]2, predict the reactants needed to synthesize it. The reactants are: C(OC(=O)[NH:7][CH:8]1[CH:15]2[CH2:16][C:11]3(Br)[CH2:12][C:13](Br)([CH2:17][CH:9]1[CH2:10]3)[CH2:14]2)(C)(C)C.[OH-:21].[Na+]. (3) The reactants are: [Cl:1][C:2]1[CH:3]=[C:4]([NH:19][C:20]2[C:21]3[N:28]([CH2:29][C:30](O)=[O:31])[CH:27]=[CH:26][C:22]=3[N:23]=[CH:24][N:25]=2)[CH:5]=[CH:6][C:7]=1[O:8][C:9]1[CH:14]=[CH:13][CH:12]=[C:11]([C:15]([F:18])([F:17])[F:16])[CH:10]=1.[CH3:33][S:34]([CH2:37][CH2:38][NH2:39])(=[O:36])=[O:35].N1(O)C2C=CC=CC=2N=N1.Cl.CN(C)CCCN=C=NCC. Given the product [Cl:1][C:2]1[CH:3]=[C:4]([NH:19][C:20]2[C:21]3[N:28]([CH2:29][C:30]([NH:39][CH2:38][CH2:37][S:34]([CH3:33])(=[O:36])=[O:35])=[O:31])[CH:27]=[CH:26][C:22]=3[N:23]=[CH:24][N:25]=2)[CH:5]=[CH:6][C:7]=1[O:8][C:9]1[CH:14]=[CH:13][CH:12]=[C:11]([C:15]([F:16])([F:17])[F:18])[CH:10]=1, predict the reactants needed to synthesize it. (4) Given the product [C:1]1([CH2:7][CH2:8][CH2:9][C:10]([NH:13][C:14]2[N:19]=[N:18][C:17]([N:20]3[CH2:21][CH2:22][N:23]([C:26](=[O:27])[C:28]4[CH:33]=[CH:32][CH:31]=[CH:30][C:29]=4[C:34]([F:37])([F:36])[F:35])[CH2:24][CH2:25]3)=[CH:16][CH:15]=2)=[O:12])[CH:2]=[CH:3][CH:4]=[CH:5][CH:6]=1, predict the reactants needed to synthesize it. The reactants are: [C:1]1([CH2:7][CH2:8][CH2:9][C:10]([OH:12])=O)[CH:6]=[CH:5][CH:4]=[CH:3][CH:2]=1.[NH2:13][C:14]1[N:19]=[N:18][C:17]([N:20]2[CH2:25][CH2:24][N:23]([C:26]([C:28]3[CH:33]=[CH:32][CH:31]=[CH:30][C:29]=3[C:34]([F:37])([F:36])[F:35])=[O:27])[CH2:22][CH2:21]2)=[CH:16][CH:15]=1. (5) Given the product [Cl:13][C:14]1[CH:15]=[N:16][C:17]([N:20]2[CH2:25][CH2:24][CH:23]([C@H:26]3[CH2:28][C@H:27]3[CH2:29][CH2:30][O:1][C:2]3[CH:3]=[CH:4][C:5]([CH2:8][C:9]([O:11][CH3:12])=[O:10])=[CH:6][CH:7]=3)[CH2:22][CH2:21]2)=[N:18][CH:19]=1, predict the reactants needed to synthesize it. The reactants are: [OH:1][C:2]1[CH:7]=[CH:6][C:5]([CH2:8][C:9]([O:11][CH3:12])=[O:10])=[CH:4][CH:3]=1.[Cl:13][C:14]1[CH:15]=[N:16][C:17]([N:20]2[CH2:25][CH2:24][CH:23]([C@H:26]3[CH2:28][C@H:27]3[CH2:29][CH2:30]O)[CH2:22][CH2:21]2)=[N:18][CH:19]=1.C1(P(C2C=CC=CC=2)C2C=CC=CC=2)C=CC=CC=1.